From a dataset of Reaction yield outcomes from USPTO patents with 853,638 reactions. Predict the reaction yield, written as a fraction of the theoretical maximum amount of product (1.0 means a 100% yield; for example, 0.34 means a 34% yield). (1) The reactants are Cl[C:2]1[N:7]=[C:6]([NH:8][C:9]2[CH:20]=[CH:19][CH:18]=[CH:17][C:10]=2[C:11]([NH:13][CH2:14][CH2:15][OH:16])=[O:12])[C:5]([Cl:21])=[CH:4][N:3]=1.[CH3:22][N:23]1[CH2:28][CH2:27][N:26]([C:29]2[CH:30]=[C:31]([CH:33]=[CH:34][CH:35]=2)[NH2:32])[CH2:25][CH2:24]1.Cl. The catalyst is C(O)(C)C. The product is [Cl:21][C:5]1[C:6]([NH:8][C:9]2[CH:20]=[CH:19][CH:18]=[CH:17][C:10]=2[C:11]([NH:13][CH2:14][CH2:15][OH:16])=[O:12])=[N:7][C:2]([NH:32][C:31]2[CH:33]=[CH:34][CH:35]=[C:29]([N:26]3[CH2:25][CH2:24][N:23]([CH3:22])[CH2:28][CH2:27]3)[CH:30]=2)=[N:3][CH:4]=1. The yield is 0.760. (2) The reactants are [Cl:1][C:2]1[CH:7]=[CH:6][N:5]=[CH:4][CH:3]=1.OS(O)(=O)=O.OO.[CH3:15][NH:16][CH:17]=[O:18]. No catalyst specified. The product is [Cl:1][C:2]1[CH:7]=[CH:6][N:5]=[C:4]([C:17]([NH:16][CH3:15])=[O:18])[CH:3]=1. The yield is 0.0530. (3) The reactants are Br[C:2]1[CH:3]=[CH:4][CH:5]=[C:6]2[C:11]=1[N:10]=[CH:9][CH:8]=[CH:7]2.[CH3:12][O:13][C:14]1[CH:15]=[C:16](B(O)O)[CH:17]=[CH:18][CH:19]=1.C([O-])([O-])=O.[K+].[K+]. The catalyst is O1CCOCC1.O.C1C=CC(P(C2C=CC=CC=2)[C-]2C=CC=C2)=CC=1.C1C=CC(P(C2C=CC=CC=2)[C-]2C=CC=C2)=CC=1.Cl[Pd]Cl.[Fe+2]. The product is [CH3:12][O:13][C:14]1[CH:19]=[C:18]([C:2]2[CH:3]=[CH:4][CH:5]=[C:6]3[C:11]=2[N:10]=[CH:9][CH:8]=[CH:7]3)[CH:17]=[CH:16][CH:15]=1. The yield is 0.900. (4) The reactants are [C:1]([CH2:3]P(=O)(OCC)OCC)#[N:2].CC(C)([O-])C.[K+].[CH:18]1([CH:23]=O)[CH2:22][CH2:21][CH2:20][CH2:19]1. The catalyst is C1COCC1. The product is [CH:18]1([CH:23]=[CH:3][C:1]#[N:2])[CH2:22][CH2:21][CH2:20][CH2:19]1. The yield is 0.948. (5) The reactants are [Si]([C@@:8]1([OH:48])[C@@H:12]([CH2:13][O:14][Si](C(C)(C)C)(C)C)[O:11][C@@H:10]([N:22]2[CH:29]=[C:28]([CH2:30][O:31][C@H:32]([C:37]3[CH:42]=[C:41]([O:43][CH3:44])[CH:40]=[CH:39][C:38]=3[N+:45]([O-:47])=[O:46])[C:33]([CH3:36])([CH3:35])[CH3:34])[C:26]([NH2:27])=[N:25][C:23]2=[O:24])[CH2:9]1)(C(C)(C)C)(C)C.[N+](CCCC)(CCCC)(CCCC)CCCC.[F-]. The catalyst is C1COCC1. The product is [CH3:44][O:43][C:41]1[CH:40]=[CH:39][C:38]([N+:45]([O-:47])=[O:46])=[C:37]([C@@H:32]([O:31][CH2:30][C:28]2[C:26]([NH2:27])=[N:25][C:23](=[O:24])[N:22]([CH:29]=2)[C@@H:10]2[O:11][C@H:12]([CH2:13][OH:14])[C@@H:8]([OH:48])[CH2:9]2)[C:33]([CH3:36])([CH3:35])[CH3:34])[CH:42]=1. The yield is 0.820.